Dataset: Peptide-MHC class I binding affinity with 185,985 pairs from IEDB/IMGT. Task: Regression. Given a peptide amino acid sequence and an MHC pseudo amino acid sequence, predict their binding affinity value. This is MHC class I binding data. (1) The peptide sequence is AINVLRGFRK. The MHC is HLA-A03:01 with pseudo-sequence HLA-A03:01. The binding affinity (normalized) is 0.582. (2) The peptide sequence is NRYGVAYVY. The MHC is HLA-A02:03 with pseudo-sequence HLA-A02:03. The binding affinity (normalized) is 0.0847. (3) The peptide sequence is SFSFGGFTF. The MHC is HLA-B18:01 with pseudo-sequence HLA-B18:01. The binding affinity (normalized) is 0.510.